From a dataset of Full USPTO retrosynthesis dataset with 1.9M reactions from patents (1976-2016). Predict the reactants needed to synthesize the given product. (1) Given the product [Br:3][C:4]1[CH:9]=[CH:8][C:7]([S:10]([NH:2][CH3:1])(=[O:12])=[O:11])=[CH:6][CH:5]=1, predict the reactants needed to synthesize it. The reactants are: [CH3:1][NH2:2].[Br:3][C:4]1[CH:9]=[CH:8][C:7]([S:10](Cl)(=[O:12])=[O:11])=[CH:6][CH:5]=1.[NH4+].[Cl-]. (2) Given the product [CH2:4]=[C:3]1[C:6]2([CH2:9][CH2:8][CH2:7]2)[CH:10]2[CH2:1][CH:2]1[CH2:12][CH2:11]2, predict the reactants needed to synthesize it. The reactants are: [CH2:1]([Li])[CH2:2][CH2:3][CH3:4].[C:6]12(C(=O)C3C[CH:10]1[CH2:11][CH2:12]3)[CH2:9][CH2:8][CH2:7]2. (3) Given the product [N+:1]([C:4]1([C:5]2[CH:10]=[CH:9][CH:8]=[CH:7][CH:6]=2)[CH:12]2[N:11]([CH2:15][CH2:14][CH2:13]2)[C:16](=[O:19])[CH2:17][CH2:18]1)([O-:3])=[O:2], predict the reactants needed to synthesize it. The reactants are: [N+:1]([CH2:4][C:5]1[CH:10]=[CH:9][CH:8]=[CH:7][CH:6]=1)([O-:3])=[O:2].[N:11]1[CH2:12][CH2:13][CH2:14][CH:15]=1.[C:16](Cl)(=[O:19])[CH:17]=[CH2:18]. (4) The reactants are: [Cl:1][C:2]1[C:7]([F:8])=[C:6]([NH:9][NH2:10])[N:5]=[C:4]([S:11][CH3:12])[N:3]=1.[CH:13]1([CH2:18][C@H:19]([CH2:23][N:24]([CH:32]=[O:33])[O:25][CH:26]2[CH2:31][CH2:30][CH2:29][CH2:28][O:27]2)[C:20](O)=[O:21])[CH2:17][CH2:16][CH2:15][CH2:14]1.C1C=NC2N(O)N=NC=2C=1.CCN=C=NCCCN(C)C.CN1CCOCC1. Given the product [Cl:1][C:2]1[N:3]=[C:4]([S:11][CH3:12])[N:5]=[C:6]([NH:9][NH:10][C:20](=[O:21])[C@H:19]([CH2:18][CH:13]2[CH2:14][CH2:15][CH2:16][CH2:17]2)[CH2:23][N:24]([O:25][CH:26]2[CH2:31][CH2:30][CH2:29][CH2:28][O:27]2)[CH:32]=[O:33])[C:7]=1[F:8], predict the reactants needed to synthesize it. (5) Given the product [Cl:1][C:2]1[CH:7]=[CH:6][C:5]([C:8]([CH3:17])([CH2:12][OH:13])[C:9]([OH:11])=[O:10])=[CH:4][C:3]=1[N+:18]([O-:20])=[O:19], predict the reactants needed to synthesize it. The reactants are: [Cl:1][C:2]1[CH:7]=[CH:6][C:5]([C:8]([CH3:17])([CH2:12][O:13][N+]([O-])=O)[C:9]([OH:11])=[O:10])=[CH:4][C:3]=1[N+:18]([O-:20])=[O:19].Cl. (6) Given the product [C:27]([O:26][CH:23]([C:5]1[C:6]2[N:7]3[CH2:14][CH2:13][CH2:12][N:11]([C:15]4[CH:20]=[CH:19][C:18]([Cl:21])=[CH:17][C:16]=4[Cl:22])[C:8]3=[N:9][C:10]=2[C:2]([Cl:1])=[CH:3][CH:4]=1)[CH2:24][CH3:25])(=[O:29])[CH3:28], predict the reactants needed to synthesize it. The reactants are: [Cl:1][C:2]1[C:10]2[N:9]=[C:8]3[N:11]([C:15]4[CH:20]=[CH:19][C:18]([Cl:21])=[CH:17][C:16]=4[Cl:22])[CH2:12][CH2:13][CH2:14][N:7]3[C:6]=2[C:5]([CH:23]([OH:26])[CH2:24][CH3:25])=[CH:4][CH:3]=1.[C:27](OC(=O)C)(=[O:29])[CH3:28].